This data is from Experimentally validated miRNA-target interactions with 360,000+ pairs, plus equal number of negative samples. The task is: Binary Classification. Given a miRNA mature sequence and a target amino acid sequence, predict their likelihood of interaction. (1) The miRNA is mmu-miR-1933-5p with sequence AGUCAUGGUGUUCGGUCUUAGUUU. The protein sequence of the target gene is MDLPDSASRVFCGRILSMVNTDDVNAIILAQKNMLDRFEKTNEMLLNFNNLSSARLQQMSERFLHHTRTLVEMKRDLDSIFRRIRTLKGKLARQHPEAFSHIPEASFLEEEDEDPIPPSTTTTIATSEQSTGSCDTSPDTVSPSLSPGFEDLSHVQPGSPAINGRSQTDDEEMTGE. Result: 0 (no interaction). (2) The miRNA is hsa-miR-99a-5p with sequence AACCCGUAGAUCCGAUCUUGUG. The protein sequence of the target gene is MASAVLPSGSQCAAAAAVAAAAAPPGLRLRLLLLLLSAAALIPTGDGQNLFTKDVTVIEGEVATISCQVNKSDDSVIQLLNPNRQTIYFRDFRPLKDSRFQLLNFSSSELKVSLTNVSISDEGRYFCQLYTDPPQESYTTITVLVPPRNLMIDIQKDTAVEGEEIEVNCTAMASKPATTIRWFKGNKELKGKSEVEEWSDMYTVTSQLMLKVHKEDDGVPVICQVEHPAVTGNLQTQRYLEVQYKPQVHIQMTYPLQGLTREGDAFELTCEAIGKPQPVMVTWVRVDDEMPQHAVLSGPN.... Result: 0 (no interaction). (3) The miRNA is hsa-miR-4537 with sequence UGAGCCGAGCUGAGCUUAGCUG. The protein sequence of the target gene is MVRFKHRYLLCELVSDDPRCRLSLDDRVLSSLVRDTIARVHGTFGAAACSIGFAVRYLNAYTGIVLLRCRKEFYQLVWSALPFITYLENKGHRYPCFFNTLHVGGTIRTCQKFLIQYNRRQLLILLQNCTDEGEREAIQKSVTRSCLLEEEEESGEEAAEAME. Result: 1 (interaction). (4) The miRNA is hsa-miR-6792-5p with sequence GUAAGCAGGGGCUCUGGGUGA. The protein sequence of the target gene is MASIIARVGNSRRLNAPLPPWAHSMLRSLGRSLGPIMASMADRNMKLFSGRVVPAQGEETFENWLTQVNGVLPDWNMSEEEKLKRLMKTLRGPAREVMRVLQATNPNLSVADFLRAMKLVFGESESSVTAHGKFFNTLQAQGEKASLYVIRLEVQLQNAIQAGIIAEKDANRTRLQQLLLGGELSRDLRLRLKDFLRMYANEQERLPNFLELIRMVREEEDWDDAFIKRKRPKRSESMVERAVSPVAFQGSPPIVIGSADCNVIEIDDTLDDSDEDVILVESQDPPLPSWGAPPLRDRAR.... Result: 0 (no interaction).